From a dataset of Full USPTO retrosynthesis dataset with 1.9M reactions from patents (1976-2016). Predict the reactants needed to synthesize the given product. Given the product [C:19]([C:18]1[CH:17]=[CH:16][C:15]([N:6]2[CH2:7][CH2:8][C:9]3[O:13][N:12]=[C:11]([CH3:14])[C:10]=3[C:4]3[CH:3]=[C:2]([C:50]([O:52][CH2:30][CH3:31])=[O:51])[CH:24]=[CH:23][C:5]2=3)=[CH:22][CH:21]=1)#[N:20], predict the reactants needed to synthesize it. The reactants are: Cl[C:2]1[CH:24]=[CH:23][C:5]2[N:6]([C:15]3[CH:22]=[CH:21][C:18]([C:19]#[N:20])=[CH:17][CH:16]=3)[CH2:7][CH2:8][C:9]3[O:13][N:12]=[C:11]([CH3:14])[C:10]=3[C:4]=2[CH:3]=1.N1[CH:31]=[CH:30]C=CC=C1.O1C=CC=N1.CC1C(O)=C(C2NC([C:50]([OH:52])=[O:51])CC2(C(O)=O)C(O)=O)C(CO)=CN=1.C([O-])([O-])=O.[K+].[K+].C(O)C.